From a dataset of Forward reaction prediction with 1.9M reactions from USPTO patents (1976-2016). Predict the product of the given reaction. (1) Given the reactants [CH3:1][N:2]1[C:6](=[O:7])[CH2:5][CH2:4][CH2:3]1.CN1[C:14](=[O:15])N(C)CCC1.C1C2NC=C(O[C@@H]3O[C@H](CO)[C@H](O)[C@H](O)[C@H]3O)C=2C(Cl)=C(Br)C=1, predict the reaction product. The product is: [CH3:1][N:2]1[C:6](=[O:7])[CH2:5][CH2:4][CH2:3]1.[CH3:14][OH:15]. (2) Given the reactants [C:1]([NH:6][CH2:7][CH2:8][CH2:9][CH2:10][CH2:11][CH2:12][CH2:13][CH2:14][CH2:15][CH2:16][C:17]([OH:19])=[O:18])(=[O:5])[C:2]([CH3:4])=[CH2:3].[C:20]([O:25][CH2:26][CH2:27][N:28]([CH3:30])[CH3:29])(=[O:24])[C:21]([CH3:23])=[CH2:22].N(C(C)(C)C#N)=NC(C)(C)C#N, predict the reaction product. The product is: [C:1]([NH:6][CH2:7][CH2:8][CH2:9][CH2:10][CH2:11][CH2:12][CH2:13][CH2:14][CH2:15][CH2:16][C:17]([OH:19])=[O:18])(=[O:5])[C:2]([CH3:4])=[CH2:3].[C:20]([O:25][CH2:26][CH2:27][N:28]([CH3:30])[CH3:29])(=[O:24])[C:21]([CH3:23])=[CH2:22]. (3) Given the reactants [CH3:1][O:2][C:3]1[CH:40]=[CH:39][C:6]([CH2:7][N:8]([CH2:30][C:31]2[CH:36]=[CH:35][C:34]([O:37][CH3:38])=[CH:33][CH:32]=2)[C:9]2[N:14]=[CH:13][C:12]([C:15]3[C:16]4[CH2:29][CH2:28][NH:27][C:17]=4[N:18]=[C:19]([N:21]4[CH2:26][CH2:25][O:24][CH2:23][CH2:22]4)[N:20]=3)=[CH:11][N:10]=2)=[CH:5][CH:4]=1.Br[C:42]1[CH:47]=[CH:46][C:45]([S:48]([N:51]2[CH2:56][CH2:55][O:54][CH2:53][CH2:52]2)(=[O:50])=[O:49])=[CH:44][CH:43]=1, predict the reaction product. The product is: [CH3:38][O:37][C:34]1[CH:33]=[CH:32][C:31]([CH2:30][N:8]([CH2:7][C:6]2[CH:5]=[CH:4][C:3]([O:2][CH3:1])=[CH:40][CH:39]=2)[C:9]2[N:10]=[CH:11][C:12]([C:15]3[C:16]4[CH2:29][CH2:28][N:27]([C:42]5[CH:47]=[CH:46][C:45]([S:48]([N:51]6[CH2:52][CH2:53][O:54][CH2:55][CH2:56]6)(=[O:49])=[O:50])=[CH:44][CH:43]=5)[C:17]=4[N:18]=[C:19]([N:21]4[CH2:26][CH2:25][O:24][CH2:23][CH2:22]4)[N:20]=3)=[CH:13][N:14]=2)=[CH:36][CH:35]=1. (4) Given the reactants [NH2:1][CH2:2][CH:3]1[CH2:12][CH2:11][CH2:10][C:9]2[CH:8]=[C:7]([NH:13][S:14]([C:17]3[CH:22]=[CH:21][CH:20]=[CH:19][CH:18]=3)(=[O:16])=[O:15])[CH:6]=[CH:5][C:4]1=2.Cl.[N:24]1([C:29](N)=[NH:30])C=CC=N1.C(N(CC)C(C)C)C.O, predict the reaction product. The product is: [NH:1]([CH2:2][CH:3]1[CH2:12][CH2:11][CH2:10][C:9]2[CH:8]=[C:7]([NH:13][S:14]([C:17]3[CH:18]=[CH:19][CH:20]=[CH:21][CH:22]=3)(=[O:16])=[O:15])[CH:6]=[CH:5][C:4]1=2)[C:29]([NH2:30])=[NH:24]. (5) Given the reactants [O:1]1[CH:3]([CH2:4][CH2:5][CH2:6][CH2:7][CH2:8][CH2:9][CH2:10][CH3:11])[CH2:2]1.[CH3:12][C:13]([NH2:24])([CH3:23])[CH2:14][C:15]1[CH:20]=[CH:19][C:18]([O:21][CH3:22])=[CH:17][CH:16]=1, predict the reaction product. The product is: [OH:1][CH:3]([CH2:4][CH2:5][CH2:6][CH2:7][CH2:8][CH2:9][CH2:10][CH3:11])[CH2:2][NH:24][C:13]([CH3:23])([CH3:12])[CH2:14][C:15]1[CH:20]=[CH:19][C:18]([O:21][CH3:22])=[CH:17][CH:16]=1.